This data is from Forward reaction prediction with 1.9M reactions from USPTO patents (1976-2016). The task is: Predict the product of the given reaction. (1) Given the reactants [C:1]([N:8]1[CH:12]=[CH:11]N=C1)([N:3]1[CH:7]=[CH:6]N=C1)=[O:2].[F:13][C:14]([F:24])([F:23])[O:15][C:16]1[CH:17]=C(C=[CH:21][CH:22]=1)N.NC1C=[CH:42][C:29]([O:30][C:31]2[CH:36]=[CH:35][N:34]=[C:33]([NH:37][CH2:38][CH2:39][CH2:40][OH:41])[N:32]=2)=[CH:28][CH:27]=1, predict the reaction product. The product is: [OH:41][CH2:40][CH2:39][CH2:38][NH:37][C:33]1[N:32]=[C:31]([O:30][C:29]2[CH:42]=[CH:11][C:12]([NH:8][C:1]([NH:3][C:7]3[CH:6]=[CH:21][CH:22]=[C:16]([O:15][C:14]([F:13])([F:23])[F:24])[CH:17]=3)=[O:2])=[CH:27][CH:28]=2)[CH:36]=[CH:35][N:34]=1. (2) Given the reactants [CH2:1]([C:3]1[CH:4]=[CH:5][C:6]([F:10])=[C:7]([OH:9])[CH:8]=1)[CH3:2].[Si:11](Cl)([C:14]([CH3:17])([CH3:16])[CH3:15])([CH3:13])[CH3:12].N1C=CN=C1, predict the reaction product. The product is: [C:14]([Si:11]([O:9][C:7]1[CH:8]=[C:3]([CH2:1][CH3:2])[CH:4]=[CH:5][C:6]=1[F:10])([CH3:13])[CH3:12])([CH3:17])([CH3:16])[CH3:15]. (3) Given the reactants [F:1][C:2]1[C:11](/[CH:12]=[CH:13]/[C:14]([O:16][CH2:17][CH2:18][CH2:19][CH3:20])=[O:15])=[C:10]2[C:5]([CH:6]=[CH:7][C:8]([O:21][CH3:22])=[N:9]2)=[CH:4][CH:3]=1.[H][H], predict the reaction product. The product is: [F:1][C:2]1[C:11]([CH2:12][CH2:13][C:14]([O:16][CH2:17][CH2:18][CH2:19][CH3:20])=[O:15])=[C:10]2[C:5]([CH:6]=[CH:7][C:8]([O:21][CH3:22])=[N:9]2)=[CH:4][CH:3]=1. (4) Given the reactants Cl[C:2]1[C:7]([N+:8]([O-:10])=[O:9])=[CH:6][CH:5]=[C:4]([Cl:11])[N:3]=1.C(N(CC)CC)C.[O:19]1[CH2:24][CH2:23][N:22]([C:25]2[CH:31]=[CH:30][C:28]([NH2:29])=[CH:27][CH:26]=2)[CH2:21][CH2:20]1, predict the reaction product. The product is: [O:19]1[CH2:20][CH2:21][N:22]([C:25]2[CH:26]=[CH:27][C:28]([NH:29][C:2]3[C:7]([N+:8]([O-:10])=[O:9])=[CH:6][CH:5]=[C:4]([Cl:11])[N:3]=3)=[CH:30][CH:31]=2)[CH2:23][CH2:24]1. (5) Given the reactants [CH3:1][CH:2]([CH3:31])[CH2:3][C@H:4]([NH:23]C(=O)OC(C)(C)C)[C:5](=[O:22])[NH:6][C:7]1[CH:8]=[CH:9][C:10]2[C:20]3[C:15](=[CH:16][N:17]=[CH:18][CH:19]=3)[C:14](=[O:21])[O:13][C:11]=2[CH:12]=1.Cl, predict the reaction product. The product is: [NH2:23][C@@H:4]([CH2:3][CH:2]([CH3:31])[CH3:1])[C:5]([NH:6][C:7]1[CH:8]=[CH:9][C:10]2[C:20]3[C:15](=[CH:16][N:17]=[CH:18][CH:19]=3)[C:14](=[O:21])[O:13][C:11]=2[CH:12]=1)=[O:22]. (6) Given the reactants C(Cl)(=O)C(Cl)=O.[C:7]1([C:13]2[CH:14]=[C:15]([CH:19]=[CH:20][CH:21]=2)[C:16]([OH:18])=O)[CH:12]=[CH:11][CH:10]=[CH:9][CH:8]=1.[CH:22]1([CH2:28][NH2:29])[CH2:27][CH2:26][CH2:25][CH2:24][CH2:23]1, predict the reaction product. The product is: [CH:22]1([CH2:28][NH:29][C:16](=[O:18])[C:15]2[CH:19]=[CH:20][CH:21]=[C:13]([C:7]3[CH:8]=[CH:9][CH:10]=[CH:11][CH:12]=3)[CH:14]=2)[CH2:27][CH2:26][CH2:25][CH2:24][CH2:23]1.